This data is from Reaction yield outcomes from USPTO patents with 853,638 reactions. The task is: Predict the reaction yield, written as a fraction of the theoretical maximum amount of product (1.0 means a 100% yield; for example, 0.34 means a 34% yield). (1) The product is [Si:28]([O:27][C@@H:23]1[C@@H:24]([CH3:26])[CH2:25][N:20]([C:19]2[CH:18]=[CH:17][N:16]=[CH:15][C:14]=2[NH:13][C:11]([C:8]2[N:7]=[C:6]3[C:2]([CH:43]4[CH2:45][CH2:44]4)=[CH:3][O:4][C:5]3=[CH:10][CH:9]=2)=[O:12])[CH2:21][C@H:22]1[NH:35][C:36](=[O:42])[O:37][C:38]([CH3:39])([CH3:40])[CH3:41])([C:31]([CH3:33])([CH3:32])[CH3:34])([CH3:29])[CH3:30]. The reactants are Br[C:2]1[C:6]2=[N:7][C:8]([C:11]([NH:13][C:14]3[CH:15]=[N:16][CH:17]=[CH:18][C:19]=3[N:20]3[CH2:25][C@H:24]([CH3:26])[C@@H:23]([O:27][Si:28]([C:31]([CH3:34])([CH3:33])[CH3:32])([CH3:30])[CH3:29])[C@H:22]([NH:35][C:36](=[O:42])[O:37][C:38]([CH3:41])([CH3:40])[CH3:39])[CH2:21]3)=[O:12])=[CH:9][CH:10]=[C:5]2[O:4][CH:3]=1.[CH:43]1([B-](F)(F)F)[CH2:45][CH2:44]1.[K+].C([O-])([O-])=O.[Cs+].[Cs+].C12(P(C34CC5CC(CC(C5)C3)C4)CCCC)CC3CC(CC(C3)C1)C2. The yield is 0.770. The catalyst is CC([O-])=O.CC([O-])=O.[Pd+2]. (2) The reactants are [CH2:1]([OH:8])[CH2:2][CH2:3][CH2:4][CH2:5][CH2:6][CH3:7].[CH3:9][C:10]1[CH:11]=[C:12](I)[CH:13]=[C:14]([CH3:16])[CH:15]=1.N1C2C(=CC=C3C=2N=CC=C3)C=CC=1.C([O-])([O-])=O.[Cs+].[Cs+].CCCCCCCCCCCC. The catalyst is [Cu]I.CC1C=CC=CC=1C. The product is [CH2:1]([O:8][C:12]1[CH:13]=[C:14]([CH3:16])[CH:15]=[C:10]([CH3:9])[CH:11]=1)[CH2:2][CH2:3][CH2:4][CH2:5][CH2:6][CH3:7]. The yield is 0.640. (3) The reactants are [OH:1][C:2]1[C:10](=[O:11])[N:9]2[CH:4]([CH2:5][CH2:6][CH2:7][CH2:8]2)[C:3]=1[C:12]([O:14][CH2:15][CH3:16])=[O:13].[CH:17](N(CC)C(C)C)(C)C.C[Si](C=[N+]=[N-])(C)C. The catalyst is CO.C(#N)C. The product is [CH3:17][O:1][C:2]1[C:10](=[O:11])[N:9]2[CH:4]([CH2:5][CH2:6][CH2:7][CH2:8]2)[C:3]=1[C:12]([O:14][CH2:15][CH3:16])=[O:13]. The yield is 0.630. (4) The reactants are [NH2:1][C:2]1[CH:7]=[CH:6][C:5]([OH:8])=[CH:4][C:3]=1[F:9].CC(C)([O-:13])C.[K+].Cl[C:17]1[CH:22]=[CH:21][N:20]=[C:19]([CH2:23][NH-:24])[CH:18]=1.[OH-].[Na+]. The catalyst is CS(C)=O. The product is [NH2:1][C:2]1[CH:7]=[CH:6][C:5]([O:8][C:17]2[CH:22]=[CH:21][N:20]=[C:19]([C:23]([NH2:24])=[O:13])[CH:18]=2)=[CH:4][C:3]=1[F:9]. The yield is 0.743. (5) The reactants are [Si:1]([O:8][CH2:9][C@@H:10]1[C@H:14]2[O:15][C:16]([CH3:19])([CH3:18])[O:17][C@H:13]2[C@H:12]([NH:20][C:21]2[CH:26]=[C:25]([Cl:27])[N:24]=[CH:23][N:22]=2)[CH2:11]1)([C:4]([CH3:7])([CH3:6])[CH3:5])([CH3:3])[CH3:2].[H-].[Na+].[CH3:30]I. The catalyst is C1COCC1.CN(C=O)C. The product is [Si:1]([O:8][CH2:9][C@@H:10]1[C@H:14]2[O:15][C:16]([CH3:18])([CH3:19])[O:17][C@H:13]2[C@H:12]([N:20]([CH3:30])[C:21]2[CH:26]=[C:25]([Cl:27])[N:24]=[CH:23][N:22]=2)[CH2:11]1)([C:4]([CH3:5])([CH3:6])[CH3:7])([CH3:2])[CH3:3]. The yield is 0.910. (6) The reactants are [C:1]1([S:7](Cl)(=[O:9])=[O:8])[CH:6]=[CH:5][CH:4]=[CH:3][CH:2]=1.[NH:11]1[C:19]2[C:14](=[CH:15][CH:16]=[CH:17][N:18]=2)[CH:13]=[CH:12]1.C(N(CC)CC)C. The catalyst is C(Cl)Cl. The product is [C:1]1([S:7]([N:11]2[C:19]3[C:14](=[CH:15][CH:16]=[CH:17][N:18]=3)[CH:13]=[CH:12]2)(=[O:9])=[O:8])[CH:6]=[CH:5][CH:4]=[CH:3][CH:2]=1. The yield is 0.940.